From a dataset of Catalyst prediction with 721,799 reactions and 888 catalyst types from USPTO. Predict which catalyst facilitates the given reaction. (1) The catalyst class is: 3. Reactant: [Br:1][C:2]1[CH:10]=[CH:9][C:5]([C:6]([OH:8])=[O:7])=[C:4]([CH:11]2[CH2:13][CH2:12]2)[CH:3]=1.[C:14](=O)([O-])[O-].[K+].[K+].IC.O. Product: [Br:1][C:2]1[CH:10]=[CH:9][C:5]([C:6]([O:8][CH3:14])=[O:7])=[C:4]([CH:11]2[CH2:12][CH2:13]2)[CH:3]=1. (2) Reactant: [C:1]([O:5][C:6](=[O:23])[NH:7][C@H:8]1[CH2:13][CH2:12][C@@H:11]([NH:14][C:15]2[C:20]([CH3:21])=[CH:19][N:18]=[C:17](Cl)[N:16]=2)[CH2:10][CH2:9]1)([CH3:4])([CH3:3])[CH3:2].[CH3:24][NH:25][CH3:26].CCN(C(C)C)C(C)C. Product: [C:1]([O:5][C:6](=[O:23])[NH:7][C@H:8]1[CH2:13][CH2:12][C@@H:11]([NH:14][C:15]2[C:20]([CH3:21])=[CH:19][N:18]=[C:17]([N:25]([CH3:26])[CH3:24])[N:16]=2)[CH2:10][CH2:9]1)([CH3:4])([CH3:3])[CH3:2]. The catalyst class is: 41.